Dataset: Reaction yield outcomes from USPTO patents with 853,638 reactions. Task: Predict the reaction yield, written as a fraction of the theoretical maximum amount of product (1.0 means a 100% yield; for example, 0.34 means a 34% yield). The reactants are Br[C:2]1[C:15]2[CH:16]=[CH:17][CH:18]=[CH:19][C:14]=2[C:13]2[C:12]3[CH:11]=[CH:10][CH:9]=[CH:8][C:7]=3[CH:6]=[CH:5][C:4]=2[CH:3]=1.C([Li])CCC.[B:25](OC(C)C)([O:30]C(C)C)[O:26]C(C)C.Cl. The catalyst is CCOCC.CCCCCC. The product is [CH:19]1[C:14]2[C:13]3[C:12]4[CH:11]=[CH:10][CH:9]=[CH:8][C:7]=4[CH:6]=[CH:5][C:4]=3[CH:3]=[C:2]([B:25]([OH:30])[OH:26])[C:15]=2[CH:16]=[CH:17][CH:18]=1. The yield is 0.600.